Dataset: Forward reaction prediction with 1.9M reactions from USPTO patents (1976-2016). Task: Predict the product of the given reaction. (1) Given the reactants [NH2:1][C:2]1[CH:3]=[C:4]2[C:9](=[CH:10][CH:11]=1)[N:8]=[CH:7][CH:6]=[CH:5]2.[CH:12]1[C:21]2[C:16](=[CH:17][CH:18]=[CH:19][CH:20]=2)[CH:15]=[CH:14][C:13]=1[N:22]=[C:23]=[O:24], predict the reaction product. The product is: [CH:12]1[C:21]2[C:16](=[CH:17][CH:18]=[CH:19][CH:20]=2)[CH:15]=[CH:14][C:13]=1[NH:22][C:23]([NH:1][C:2]1[CH:3]=[C:4]2[C:9](=[CH:10][CH:11]=1)[N:8]=[CH:7][CH:6]=[CH:5]2)=[O:24]. (2) Given the reactants [CH2:1]1[C:9]2[C:4](=[CH:5][CH:6]=[CH:7][CH:8]=2)[CH:3]=[CH:2]1.[CH3:10][O:11][C:12](=[O:16])[CH:13](Br)[CH3:14], predict the reaction product. The product is: [CH3:10][O:11][C:12](=[O:16])[CH2:13][CH2:14][CH:1]1[C:9]2[C:4](=[CH:5][CH:6]=[CH:7][CH:8]=2)[CH:3]=[CH:2]1. (3) Given the reactants [ClH:1].O1CCO[CH2:4][CH2:3]1.Cl.[C:9]1([C@H:19]([NH:21][CH2:22][C@@H:23]2[C@@H:27]([C:28]3[CH:33]=[CH:32][CH:31]=[CH:30][CH:29]=3)[CH2:26][N:25]([C:34](=[O:42])[CH2:35][CH2:36][CH2:37][CH2:38][C:39]([OH:41])=[O:40])[CH2:24]2)[CH3:20])[C:18]2[C:13](=[CH:14][CH:15]=[CH:16][CH:17]=2)[CH:12]=[CH:11][CH:10]=1, predict the reaction product. The product is: [ClH:1].[C:9]1([C@H:19]([NH:21][CH2:22][C@@H:23]2[C@@H:27]([C:28]3[CH:33]=[CH:32][CH:31]=[CH:30][CH:29]=3)[CH2:26][N:25]([C:34](=[O:42])[CH2:35][CH2:36][CH2:37][CH2:38][C:39]([O:41][CH2:3][CH3:4])=[O:40])[CH2:24]2)[CH3:20])[C:18]2[C:13](=[CH:14][CH:15]=[CH:16][CH:17]=2)[CH:12]=[CH:11][CH:10]=1. (4) Given the reactants C([O-])([O-])=O.[Na+].[Na+].CC1(C)C(C)(C)OB([C:15]2[CH:16]=[N:17][N:18](C(OC(C)(C)C)=O)[CH:19]=2)O1.Br[C:29]1[CH:34]=[CH:33][C:32]([F:35])=[CH:31][N:30]=1, predict the reaction product. The product is: [F:35][C:32]1[CH:33]=[CH:34][C:29]([C:15]2[CH:19]=[N:18][NH:17][CH:16]=2)=[N:30][CH:31]=1. (5) The product is: [F:1][C:2]1[CH:3]=[N:4][C:5]([NH:8][C:9]2[S:10][C:11]3[CH2:17][CH2:16][N:15]([C@@H:18]([CH3:22])[CH2:19][O:20][CH3:21])[C:14]4=[N:23][NH:24][CH:25]=[C:13]4[C:12]=3[N:35]=2)=[N:6][CH:7]=1. Given the reactants [F:1][C:2]1[CH:3]=[N:4][C:5]([NH:8][C:9]2[S:10][C:11]3[CH2:17][CH2:16][N:15]([C@@H:18]([CH3:22])[CH2:19][O:20][CH3:21])[C:14]4[N:23](CC5C=CC(OC)=CC=5)[N:24]=[CH:25][C:13]=4[C:12]=3[N:35]=2)=[N:6][CH:7]=1, predict the reaction product. (6) Given the reactants C([O:4][C:5]1[CH:10]=[C:9]([CH3:11])[CH:8]=[C:7]([F:12])[C:6]=1[C:13](=[O:24])[C:14]1[CH:19]=[CH:18][C:17]([O:20][CH2:21][CH2:22][CH3:23])=[CH:16][CH:15]=1)(=O)C.[Br:25]N1C(=O)CCC1=O, predict the reaction product. The product is: [Br:25][CH2:11][C:9]1[CH:8]=[C:7]([F:12])[C:6]([C:13](=[O:24])[C:14]2[CH:19]=[CH:18][C:17]([O:20][CH2:21][CH2:22][CH3:23])=[CH:16][CH:15]=2)=[C:5]([OH:4])[CH:10]=1. (7) The product is: [CH:48]1([CH2:47][N:10]([S:7]([C:1]2[CH:2]=[CH:3][CH:4]=[CH:5][CH:6]=2)(=[O:9])=[O:8])[C:11]2[CH:28]=[CH:27][C:26]([C:29]([F:32])([F:30])[F:31])=[CH:25][C:12]=2[O:13][CH2:14][C:15]2[CH:16]=[CH:17][C:18]([C:19]([O:21][CH3:22])=[O:20])=[CH:23][CH:24]=2)[CH2:49][CH2:50][CH2:51][CH2:46]1. Given the reactants [C:1]1([S:7]([NH:10][C:11]2[CH:28]=[CH:27][C:26]([C:29]([F:32])([F:31])[F:30])=[CH:25][C:12]=2[O:13][CH2:14][C:15]2[CH:24]=[CH:23][C:18]([C:19]([O:21][CH3:22])=[O:20])=[CH:17][CH:16]=2)(=[O:9])=[O:8])[CH:6]=[CH:5][CH:4]=[CH:3][CH:2]=1.[C:46]1(P([C:46]2[CH:51]=[CH:50][CH:49]=[CH:48][CH:47]=2)[C:46]2[CH:51]=[CH:50][CH:49]=[CH:48][CH:47]=2)[CH:51]=[CH:50][CH:49]=[CH:48][CH:47]=1.C1(CO)CCCC1, predict the reaction product. (8) Given the reactants [C:1]([C:5]1[N:10]=[C:9]([C:11]([OH:13])=O)[CH:8]=[C:7]([C:14]2[N:15]([CH2:24][CH:25]3[CH2:30][CH2:29][CH2:28][CH2:27][CH2:26]3)[C:16]([CH3:23])=[C:17]([S:19](=[O:22])(=[O:21])[NH2:20])[CH:18]=2)[CH:6]=1)([CH3:4])([CH3:3])[CH3:2].[C:31]([NH2:35])([CH3:34])([CH3:33])[CH3:32].CN(C(ON1N=NC2C=CC=NC1=2)=[N+](C)C)C.F[P-](F)(F)(F)(F)F.CCN(C(C)C)C(C)C, predict the reaction product. The product is: [C:31]([NH:35][C:11](=[O:13])[C:9]1[CH:8]=[C:7]([C:14]2[N:15]([CH2:24][CH:25]3[CH2:30][CH2:29][CH2:28][CH2:27][CH2:26]3)[C:16]([CH3:23])=[C:17]([S:19](=[O:21])(=[O:22])[NH2:20])[CH:18]=2)[CH:6]=[C:5]([C:1]([CH3:4])([CH3:3])[CH3:2])[N:10]=1)([CH3:34])([CH3:33])[CH3:32].